This data is from HIV replication inhibition screening data with 41,000+ compounds from the AIDS Antiviral Screen. The task is: Binary Classification. Given a drug SMILES string, predict its activity (active/inactive) in a high-throughput screening assay against a specified biological target. (1) The compound is CC1=CC(=O)Nc2cncnc2N1. The result is 0 (inactive). (2) The drug is O=C(O)c1ccccc1C(=O)NC(Cc1cccc(NP(=O)(NCCO)NCCO)c1)C(=O)O. The result is 1 (active). (3) The compound is CCCCC1=C(C(=O)N2CCOCC2)C2(OCCO2)C1Cl. The result is 0 (inactive). (4) The drug is O=C1c2ccccc2-c2cccc3ccc(Cc4ccc5ccccc5c4)c1c23. The result is 0 (inactive). (5) The molecule is O=C(Nc1ccc(Cl)cc1)C(Cc1cccc[n+]1[O-])=NNc1ccc([N+](=O)[O-])cc1[N+](=O)[O-]. The result is 0 (inactive). (6) The result is 0 (inactive). The molecule is O=[N+]([O-])c1cccc(C2CC(c3ccccc3)=Nc3ccccc3S2)c1. (7) The compound is CCc1nc(N)c2nc(-c3cccs3)oc2n1. The result is 0 (inactive). (8) The molecule is CC12C=NNC1(C)C(=O)C1(C)CN=NC1(C)C2=O. The result is 0 (inactive). (9) The compound is CC(=O)Nc1ccc(NC(=O)c2cccc3c(Nc4ccc(S(=O)(=O)Nc5cc(C)on5)cc4)c4ccccc4nc23)cc1. The result is 0 (inactive). (10) The molecule is NCCCCNC(c1ccccc1)C(O)c1ccccc1. The result is 0 (inactive).